Dataset: Catalyst prediction with 721,799 reactions and 888 catalyst types from USPTO. Task: Predict which catalyst facilitates the given reaction. Reactant: [NH2:1][C:2]1[CH:3]=[CH:4][C:5]([N:10]2[CH2:15][CH2:14][N:13]([CH:16]([C:23]3[CH:28]=[CH:27][C:26]([Cl:29])=[CH:25][CH:24]=3)[C:17]3[CH:22]=[CH:21][CH:20]=[CH:19][CH:18]=3)[CH2:12][CH2:11]2)=[C:6]([CH:9]=1)[C:7]#[N:8].C(N(CC)CC)C.[CH2:37]([CH:39]([CH2:43][CH3:44])[C:40](Cl)=[O:41])[CH3:38]. Product: [Cl:29][C:26]1[CH:25]=[CH:24][C:23]([CH:16]([C:17]2[CH:22]=[CH:21][CH:20]=[CH:19][CH:18]=2)[N:13]2[CH2:12][CH2:11][N:10]([C:5]3[CH:4]=[CH:3][C:2]([NH:1][C:40](=[O:41])[CH:39]([CH2:43][CH3:44])[CH2:37][CH3:38])=[CH:9][C:6]=3[C:7]#[N:8])[CH2:15][CH2:14]2)=[CH:28][CH:27]=1. The catalyst class is: 1.